Task: Predict the product of the given reaction.. Dataset: Forward reaction prediction with 1.9M reactions from USPTO patents (1976-2016) (1) Given the reactants S(S([O-])=O)([O-])=O.[Na+].[Na+].C(=O)([O-])[O-].[K+].[K+].[Br:15][C:16]1[CH:25]=[C:24]2[C:19]([C:20]([NH:29][CH2:30][CH:31]([CH3:33])[CH3:32])=[C:21]([N+:26]([O-])=O)[CH:22]=[N:23]2)=[N:18][CH:17]=1, predict the reaction product. The product is: [Br:15][C:16]1[CH:25]=[C:24]2[C:19]([C:20]([NH:29][CH2:30][CH:31]([CH3:33])[CH3:32])=[C:21]([NH2:26])[CH:22]=[N:23]2)=[N:18][CH:17]=1. (2) Given the reactants [H-].[Na+].[Cl:3][CH2:4][C:5]([CH3:9])([CH3:8])[CH2:6][OH:7].[Cl:10][C:11]1[CH:16]=[C:15](Cl)[N:14]=[CH:13][N:12]=1.[Cl-].[NH4+], predict the reaction product. The product is: [Cl:10][C:11]1[CH:16]=[C:15]([O:7][CH2:6][C:5]([CH3:9])([CH3:8])[CH2:4][Cl:3])[N:14]=[CH:13][N:12]=1. (3) The product is: [C:1]1([S:11]([C:14]2[C:22]3[C:17](=[CH:18][CH:19]=[C:20]([CH2:23][NH:27][CH2:26][CH2:25][NH2:28])[CH:21]=3)[NH:16][N:15]=2)(=[O:13])=[O:12])[C:10]2[C:5](=[CH:6][CH:7]=[CH:8][CH:9]=2)[CH:4]=[CH:3][CH:2]=1. Given the reactants [C:1]1([S:11]([C:14]2[C:22]3[C:17](=[CH:18][CH:19]=[C:20]([CH:23]=O)[CH:21]=3)[NH:16][N:15]=2)(=[O:13])=[O:12])[C:10]2[C:5](=[CH:6][CH:7]=[CH:8][CH:9]=2)[CH:4]=[CH:3][CH:2]=1.[CH2:25]([NH2:28])[CH2:26][NH2:27].[BH4-].[Na+].Cl, predict the reaction product. (4) The product is: [ClH:20].[ClH:1].[Cl:20][C:21]1[CH:22]=[CH:23][C:24]([CH:27]([CH2:31][NH:32][CH2:33][C:34]([F:35])([F:36])[F:37])[C:28]([N:16]2[CH2:15][CH2:14][N:13]([C:11]3[C:12]4[C@H:4]([CH3:3])[CH2:5][C@@H:6]([OH:19])[C:7]=4[N:8]=[CH:9][N:10]=3)[CH2:18][CH2:17]2)=[O:29])=[CH:25][CH:26]=1. Given the reactants [ClH:1].Cl.[CH3:3][C@H:4]1[C:12]2[C:11]([N:13]3[CH2:18][CH2:17][NH:16][CH2:15][CH2:14]3)=[N:10][CH:9]=[N:8][C:7]=2[C@H:6]([OH:19])[CH2:5]1.[Cl:20][C:21]1[CH:26]=[CH:25][C:24]([CH:27]([CH2:31][NH:32][CH2:33][C:34]([F:37])([F:36])[F:35])[C:28]([O-])=[O:29])=[CH:23][CH:22]=1.[K+].CCN(C(C)C)C(C)C.CN(C(ON1N=NC2C=CC=CC1=2)=[N+](C)C)C.F[P-](F)(F)(F)(F)F.Cl, predict the reaction product. (5) Given the reactants [Cl:1][C:2]1[CH:7]=[CH:6][C:5]([C:8]2[NH:9][C:10]3[N:11]([N:15]=[CH:16][C:17]=3[C:18]([NH2:20])=[O:19])[C:12](=[O:14])[CH:13]=2)=[CH:4][CH:3]=1.CO[CH:23](OC)[N:24]([CH3:26])[CH3:25].[C:29]1(C)C=CC=CC=1, predict the reaction product. The product is: [Cl:1][C:2]1[CH:7]=[CH:6][C:5]([C:8]2[NH:9][C:10]3[N:11]([N:15]=[CH:16][C:17]=3[C:18](/[N:20]=[C:23](/[N:24]([CH3:26])[CH3:25])\[CH3:29])=[O:19])[C:12](=[O:14])[CH:13]=2)=[CH:4][CH:3]=1. (6) Given the reactants CC(OI1(OC(C)=O)(OC(C)=O)OC(=O)C2C=CC=CC1=2)=O.[Br:23][C:24]1[CH:29]=[CH:28][C:27]([NH:30][C:31]2[C:39]([CH:40]([OH:43])[CH:41]=[CH2:42])=[C:38]3[N:34]([CH2:35][CH2:36][CH2:37]3)[C:33](=[O:44])[C:32]=2[F:45])=[C:26]([F:46])[CH:25]=1.C([O-])(O)=O.[Na+], predict the reaction product. The product is: [C:40]([C:39]1[C:31]([NH:30][C:27]2[CH:28]=[CH:29][C:24]([Br:23])=[CH:25][C:26]=2[F:46])=[C:32]([F:45])[C:33](=[O:44])[N:34]2[C:38]=1[CH2:37][CH2:36][CH2:35]2)(=[O:43])[CH:41]=[CH2:42]. (7) Given the reactants Cl[C:2]1[C:11]2[C:6](=[CH:7][C:8]([O:14][CH3:15])=[C:9]([O:12][CH3:13])[CH:10]=2)[N:5]=[CH:4][CH:3]=1.[CH3:16][C:17]1[CH:18]=[C:19]([CH:36]=[CH:37][C:38]=1[CH3:39])[CH2:20][N:21]1[C:26](=[O:27])[C:25]([C:28]2[CH:33]=[CH:32][C:31]([OH:34])=[C:30]([F:35])[CH:29]=2)=[CH:24][N:23]=[CH:22]1, predict the reaction product. The product is: [CH3:13][O:12][C:9]1[CH:10]=[C:11]2[C:6](=[CH:7][C:8]=1[O:14][CH3:15])[N:5]=[CH:4][CH:3]=[C:2]2[O:34][C:31]1[CH:32]=[CH:33][C:28]([C:25]2[C:26](=[O:27])[N:21]([CH2:20][C:19]3[CH:36]=[CH:37][C:38]([CH3:39])=[C:17]([CH3:16])[CH:18]=3)[CH:22]=[N:23][CH:24]=2)=[CH:29][C:30]=1[F:35].